Task: Predict which catalyst facilitates the given reaction.. Dataset: Catalyst prediction with 721,799 reactions and 888 catalyst types from USPTO Reactant: [O:14]([C:8]1[CH:13]=[CH:12][C:11]([OH:14])=[CH:10][CH:9]=1)[C:11]1[CH:12]=[CH:13][CH:8]=[CH:9][CH:10]=1. Product: [C:11]1([C:8]2[CH:9]=[CH:10][C:11]([OH:14])=[CH:12][CH:13]=2)[CH:12]=[CH:13][CH:8]=[CH:9][CH:10]=1. The catalyst class is: 65.